This data is from Catalyst prediction with 721,799 reactions and 888 catalyst types from USPTO. The task is: Predict which catalyst facilitates the given reaction. (1) Reactant: [CH3:1][C:2]1([CH3:10])[CH2:7][CH2:6][C:5](=O)[CH2:4][C:3]1=[O:9].[F:11][C:12]([F:21])([F:20])[C:13]1[CH:14]=[C:15]([CH:17]=[CH:18][CH:19]=1)[NH2:16].FC(F)(F)S([O-])(=O)=O.[Yb+3].FC(F)(F)S([O-])(=O)=O.FC(F)(F)S([O-])(=O)=O.CN(C)C=O. Product: [CH3:1][C:2]1([CH3:10])[C:3](=[O:9])[CH:4]=[C:5]([NH:16][C:15]2[CH:17]=[CH:18][CH:19]=[C:13]([C:12]([F:11])([F:20])[F:21])[CH:14]=2)[CH2:6][CH2:7]1. The catalyst class is: 72. (2) Reactant: C(=O)([O-])[O-].[K+].[K+].[F:7][C:8]1[CH:9]=[C:10]([CH2:15][C:16]([O:18][CH2:19][CH3:20])=[O:17])[CH:11]=[CH:12][C:13]=1[OH:14].Br[CH2:22][C:23]([O:25][C:26]([CH3:29])([CH3:28])[CH3:27])=[O:24]. Product: [C:26]([O:25][C:23](=[O:24])[CH2:22][O:14][C:13]1[CH:12]=[CH:11][C:10]([CH2:15][C:16]([O:18][CH2:19][CH3:20])=[O:17])=[CH:9][C:8]=1[F:7])([CH3:29])([CH3:28])[CH3:27]. The catalyst class is: 3.